From a dataset of Forward reaction prediction with 1.9M reactions from USPTO patents (1976-2016). Predict the product of the given reaction. (1) Given the reactants C(OC([NH:8][CH2:9][C@H:10]1[CH2:15][CH2:14][C@H:13]([C:16]([NH:18][C@@H:19]([CH2:35][C:36]2[CH:41]=[CH:40][C:39]([C:42]3[CH:47]=[CH:46][C:45]([C:48](=[O:53])[NH:49][CH:50]([CH3:52])[CH3:51])=[CH:44][C:43]=3[CH3:54])=[CH:38][CH:37]=2)[C:20]([NH:22][C:23]2[CH:24]=[C:25]([C:32]([OH:34])=[O:33])[C:26]3[CH:27]=[N:28][NH:29][C:30]=3[CH:31]=2)=[O:21])=[O:17])[CH2:12][CH2:11]1)=O)(C)(C)C.[ClH:55], predict the reaction product. The product is: [ClH:55].[NH2:8][CH2:9][C@H:10]1[CH2:15][CH2:14][C@H:13]([C:16]([NH:18][C@@H:19]([CH2:35][C:36]2[CH:37]=[CH:38][C:39]([C:42]3[CH:47]=[CH:46][C:45]([C:48](=[O:53])[NH:49][CH:50]([CH3:51])[CH3:52])=[CH:44][C:43]=3[CH3:54])=[CH:40][CH:41]=2)[C:20]([NH:22][C:23]2[CH:24]=[C:25]([C:32]([OH:34])=[O:33])[C:26]3[CH:27]=[N:28][NH:29][C:30]=3[CH:31]=2)=[O:21])=[O:17])[CH2:12][CH2:11]1. (2) Given the reactants [OH:1][CH2:2][C:3]1[CH:26]=[CH:25][C:6]2[S:7][CH:8]=[C:9]([C:10]3[CH:15]=[CH:14][C:13]([C:16]4[CH2:17][CH2:18][S:19](=[O:23])(=[O:22])[CH2:20][CH:21]=4)=[CH:12][C:11]=3[CH3:24])[C:5]=2[CH:4]=1.C([O-])=O.[NH4+], predict the reaction product. The product is: [OH:1][CH2:2][C:3]1[CH:26]=[CH:25][C:6]2[S:7][CH:8]=[C:9]([C:10]3[CH:15]=[CH:14][C:13]([CH:16]4[CH2:21][CH2:20][S:19](=[O:23])(=[O:22])[CH2:18][CH2:17]4)=[CH:12][C:11]=3[CH3:24])[C:5]=2[CH:4]=1. (3) The product is: [C:19]1([N:8]2[C:9]3[N:17]4[CH:16]=[CH:15][N:14]=[C:13]4[S:12][CH2:11][C:10]=3[C:6]([C:4]([O:3][CH2:1][CH3:2])=[O:5])=[N:7]2)[CH:24]=[CH:23][CH:22]=[CH:21][CH:20]=1. Given the reactants [CH2:1]([O:3][C:4]([C:6]1[C:10]([CH2:11][S:12][C:13]2[NH:14][CH:15]=[CH:16][N:17]=2)=[C:9](Br)[N:8]([C:19]2[CH:24]=[CH:23][CH:22]=[CH:21][CH:20]=2)[N:7]=1)=[O:5])[CH3:2].CN(C)CC(O)=O.C([O-])([O-])=O.[K+].[K+], predict the reaction product. (4) Given the reactants C[O:2][C:3]1[CH:12]=[CH:11][C:10]2[NH:9][C:8](=[O:13])[C:7]([C:14]3[CH:19]=[CH:18][CH:17]=[CH:16][CH:15]=3)=[N:6][C:5]=2[C:4]=1[C:20]([O:22]C)=[O:21].B(Br)(Br)Br.O, predict the reaction product. The product is: [OH:2][C:3]1[CH:12]=[CH:11][C:10]2[NH:9][C:8](=[O:13])[C:7]([C:14]3[CH:19]=[CH:18][CH:17]=[CH:16][CH:15]=3)=[N:6][C:5]=2[C:4]=1[C:20]([OH:22])=[O:21]. (5) Given the reactants [C:1](=[O:26])([O:23][CH2:24]Cl)[O:2][CH2:3][CH2:4][O:5][C:6](=[O:22])[C@H:7]([CH:19]([CH3:21])[CH3:20])[NH:8][C:9]([O:11][CH2:12][C:13]1[CH:18]=[CH:17][CH:16]=[CH:15][CH:14]=1)=[O:10].[I-:27].[Na+], predict the reaction product. The product is: [C:1](=[O:26])([O:23][CH2:24][I:27])[O:2][CH2:3][CH2:4][O:5][C:6](=[O:22])[C@H:7]([CH:19]([CH3:21])[CH3:20])[NH:8][C:9]([O:11][CH2:12][C:13]1[CH:18]=[CH:17][CH:16]=[CH:15][CH:14]=1)=[O:10].